Dataset: Catalyst prediction with 721,799 reactions and 888 catalyst types from USPTO. Task: Predict which catalyst facilitates the given reaction. (1) Reactant: [CH2:1]([O:3][C:4](=[O:23])[CH2:5][C:6]1[C:14]2[C:9](=[CH:10][CH:11]=[C:12]([CH3:15])[CH:13]=2)[N:8]([C:16](=[O:18])[CH3:17])[C:7]=1[C:19]([F:22])([F:21])[F:20])[CH3:2].CC(N=NC(C#N)(C)C)(C#N)C.[Br:36]N1C(=O)CCC1=O. Product: [CH2:1]([O:3][C:4](=[O:23])[CH2:5][C:6]1[C:14]2[C:9](=[CH:10][CH:11]=[C:12]([CH2:15][Br:36])[CH:13]=2)[N:8]([C:16](=[O:18])[CH3:17])[C:7]=1[C:19]([F:20])([F:21])[F:22])[CH3:2]. The catalyst class is: 717. (2) Reactant: Cl[C:2]([C:15]1[CH:20]=[CH:19][CH:18]=[CH:17][CH:16]=1)([C:9]1[CH:14]=[CH:13][CH:12]=[CH:11][CH:10]=1)[C:3]1[CH:8]=[CH:7][CH:6]=[CH:5][CH:4]=1.CCN(CC)CC.[NH:28]1[C:32]([CH2:33][C:34]([OH:36])=[O:35])=[N:31][N:30]=[N:29]1. Product: [C:2]([N:28]1[C:32]([CH2:33][C:34]([OH:36])=[O:35])=[N:31][N:30]=[N:29]1)([C:15]1[CH:20]=[CH:19][CH:18]=[CH:17][CH:16]=1)([C:9]1[CH:14]=[CH:13][CH:12]=[CH:11][CH:10]=1)[C:3]1[CH:8]=[CH:7][CH:6]=[CH:5][CH:4]=1. The catalyst class is: 49. (3) Reactant: [CH3:1][N:2]1[CH2:7][CH2:6][N:5]([C:8]2[C:13]3[CH2:14][C@H:15]([NH:18][C:19](=[O:39])[C:20]4[CH:25]=[CH:24][C:23]([N:26]5[CH2:31][CH2:30][N:29](CC6C=CC=CC=6)[CH2:28][CH2:27]5)=[CH:22][CH:21]=4)[CH2:16][O:17][C:12]=3[CH:11]=[CH:10][CH:9]=2)[CH2:4][CH2:3]1.C([O-])=O.[NH4+]. Product: [CH3:1][N:2]1[CH2:3][CH2:4][N:5]([C:8]2[C:13]3[CH2:14][C@H:15]([NH:18][C:19](=[O:39])[C:20]4[CH:21]=[CH:22][C:23]([N:26]5[CH2:27][CH2:28][NH:29][CH2:30][CH2:31]5)=[CH:24][CH:25]=4)[CH2:16][O:17][C:12]=3[CH:11]=[CH:10][CH:9]=2)[CH2:6][CH2:7]1. The catalyst class is: 19.